Task: Predict the reaction yield, written as a fraction of the theoretical maximum amount of product (1.0 means a 100% yield; for example, 0.34 means a 34% yield).. Dataset: Reaction yield outcomes from USPTO patents with 853,638 reactions (1) The reactants are [CH2:1]1[C@H:5]2[CH2:6][O:7][C:8]3[CH:14]=[CH:13][C:12]([NH2:15])=[CH:11][C:9]=3[CH2:10][N:4]2[CH2:3][CH2:2]1.[Cl:16][C:17]1[C:22]([Cl:23])=[CH:21][CH:20]=[CH:19][C:18]=1[S:24](Cl)(=[O:26])=[O:25].C(O)C(N)(CO)CO. The catalyst is ClCCl. The product is [Cl:16][C:17]1[C:22]([Cl:23])=[CH:21][CH:20]=[CH:19][C:18]=1[S:24]([NH:15][C:12]1[CH:13]=[CH:14][C:8]2[O:7][CH2:6][C@@H:5]3[CH2:1][CH2:2][CH2:3][N:4]3[CH2:10][C:9]=2[CH:11]=1)(=[O:26])=[O:25]. The yield is 0.400. (2) The reactants are FC(F)(F)C(O)=O.[F:8][C:9]1[CH:10]=[C:11]([N:21]([CH2:31][CH:32]2[CH2:37][CH2:36][N:35](C(OC(C)(C)C)=O)[CH2:34][CH2:33]2)[C:22](=[O:30])[CH2:23][CH:24]2[CH2:29][CH2:28][O:27][CH2:26][CH2:25]2)[CH:12]=[CH:13][C:14]=1[N:15]1[CH2:20][CH2:19][O:18][CH2:17][CH2:16]1. The catalyst is C(Cl)Cl. The product is [F:8][C:9]1[CH:10]=[C:11]([N:21]([CH2:31][CH:32]2[CH2:33][CH2:34][NH:35][CH2:36][CH2:37]2)[C:22](=[O:30])[CH2:23][CH:24]2[CH2:29][CH2:28][O:27][CH2:26][CH2:25]2)[CH:12]=[CH:13][C:14]=1[N:15]1[CH2:20][CH2:19][O:18][CH2:17][CH2:16]1. The yield is 0.960. (3) The reactants are CC(OC(/N=N/C(OC(C)C)=O)=O)C.[OH:15][C:16]1[CH:21]=[CH:20][C:19]([C:22]2([OH:41])[CH2:27][CH2:26][N:25]([C:28]3[CH:29]=[CH:30][C:31]4[N:32]([C:34]([C:37]([F:40])([F:39])[F:38])=[N:35][N:36]=4)[N:33]=3)[CH2:24][CH2:23]2)=[CH:18][CH:17]=1.[CH3:42][N:43]1[C:47]([CH2:48][CH2:49]OC2C=CC(C3CCN(C4CCC5N(C(C(F)(F)F)=NN=5)N=4)CC3)=CC=2)=[CH:46][CH:45]=[N:44]1.C1(P(C2C=CC=CC=2)C2C=CC=CC=2)C=CC=CC=1. The catalyst is C1COCC1. The product is [CH3:42][N:43]1[C:47]([CH2:48][CH2:49][O:15][C:16]2[CH:21]=[CH:20][C:19]([C:22]3([OH:41])[CH2:27][CH2:26][N:25]([C:28]4[CH:29]=[CH:30][C:31]5[N:32]([C:34]([C:37]([F:40])([F:39])[F:38])=[N:35][N:36]=5)[N:33]=4)[CH2:24][CH2:23]3)=[CH:18][CH:17]=2)=[CH:46][CH:45]=[N:44]1. The yield is 0.722. (4) The yield is 0.350. The reactants are [CH3:1][O:2][CH2:3][CH2:4]Br.[Cl:6][C:7]1[CH:8]=[C:9]([CH:28]=[CH:29][C:30]=1[O:31][CH2:32][C:33]1[CH:38]=[CH:37][CH:36]=[C:35]([F:39])[CH:34]=1)[NH:10][C:11]1[C:20]2[C:15](=[CH:16][C:17]([OH:27])=[CH:18][C:19]=2[O:21][CH:22]2[CH2:26][CH2:25][O:24][CH2:23]2)[N:14]=[CH:13][N:12]=1. No catalyst specified. The product is [Cl:6][C:7]1[CH:8]=[C:9]([CH:28]=[CH:29][C:30]=1[O:31][CH2:32][C:33]1[CH:38]=[CH:37][CH:36]=[C:35]([F:39])[CH:34]=1)[NH:10][C:11]1[C:20]2[C:15](=[CH:16][C:17]([O:27][CH2:4][CH2:3][O:2][CH3:1])=[CH:18][C:19]=2[O:21][CH:22]2[CH2:26][CH2:25][O:24][CH2:23]2)[N:14]=[CH:13][N:12]=1. (5) The reactants are [Cl-].[CH:2]1[C:11]2[C:6](=[CH:7][CH:8]=[CH:9][CH:10]=2)[CH:5]=[CH:4][C:3]=1[C:12](=[O:15])[CH2:13][NH3+:14].[C:16]1([S:22](Cl)(=[O:24])=[O:23])[CH:21]=[CH:20][CH:19]=[CH:18][CH:17]=1.CCN(CC)CC. The catalyst is CN(C=O)C. The product is [CH:2]1[C:11]2[C:6](=[CH:7][CH:8]=[CH:9][CH:10]=2)[CH:5]=[CH:4][C:3]=1[C:12](=[O:15])[CH2:13][NH:14][S:22]([C:16]1[CH:21]=[CH:20][CH:19]=[CH:18][CH:17]=1)(=[O:24])=[O:23]. The yield is 0.0900.